This data is from Full USPTO retrosynthesis dataset with 1.9M reactions from patents (1976-2016). The task is: Predict the reactants needed to synthesize the given product. (1) Given the product [F:52][C:46]1[C:47]([F:51])=[CH:48][CH:49]=[CH:50][C:45]=1[NH:44][C:42](=[O:43])[CH2:41][C:39]1[NH:38][N:37]=[C:36]([NH:35][C:29]2[C:28]3[C:33](=[CH:34][C:25]([O:24][CH2:23][CH2:22][CH2:21][CH2:20][N:16]4[CH2:17][CH2:18][CH2:19][C@@H:15]4[CH2:14][OH:13])=[CH:26][CH:27]=3)[N:32]=[CH:31][N:30]=2)[CH:40]=1, predict the reactants needed to synthesize it. The reactants are: P([O:13][CH2:14][C@H:15]1[CH2:19][CH2:18][CH2:17][N:16]1[CH2:20][CH2:21][CH2:22][CH2:23][O:24][C:25]1[CH:34]=[C:33]2[C:28]([C:29]([NH:35][C:36]3[CH:40]=[C:39]([CH2:41][C:42]([NH:44][C:45]4[CH:50]=[CH:49][CH:48]=[C:47]([F:51])[C:46]=4[F:52])=[O:43])[NH:38][N:37]=3)=[N:30][CH:31]=[N:32]2)=[CH:27][CH:26]=1)(OC(C)(C)C)(OC(C)(C)C)=O.N1CCC[C@@H]1CO. (2) Given the product [CH:9]1([C:6]([CH3:8])([CH3:7])[CH2:5][C:4]([OH:12])=[O:3])[CH2:11][CH2:10]1, predict the reactants needed to synthesize it. The reactants are: C([O:3][C:4](=[O:12])[CH2:5][C:6]([CH:9]1[CH2:11][CH2:10]1)([CH3:8])[CH3:7])C.O.[OH-].[Li+]. (3) Given the product [NH:2]1[CH:3]=[C:4]([C:6]2[CH:22]=[CH:21][C:9]3[C:10]4[N:11]=[C:12]([C:18]([N:32]5[CH2:33][CH2:34][CH2:35][N:29]([C:24]6[CH:25]=[CH:26][CH:27]=[CH:28][N:23]=6)[CH2:30][CH2:31]5)=[O:20])[S:13][C:14]=4[CH2:15][CH2:16][O:17][C:8]=3[CH:7]=2)[CH:5]=[N:1]1, predict the reactants needed to synthesize it. The reactants are: [NH:1]1[CH:5]=[C:4]([C:6]2[CH:22]=[CH:21][C:9]3[C:10]4[N:11]=[C:12]([C:18]([OH:20])=O)[S:13][C:14]=4[CH2:15][CH2:16][O:17][C:8]=3[CH:7]=2)[CH:3]=[N:2]1.[N:23]1[CH:28]=[CH:27][CH:26]=[CH:25][C:24]=1[N:29]1[CH2:35][CH2:34][CH2:33][NH:32][CH2:31][CH2:30]1. (4) The reactants are: [CH3:1][CH2:2][CH2:3][CH2:4][CH2:5][CH2:6][CH2:7][CH2:8][C:9]1[CH:10]=[CH:11][C:12]([CH2:15][CH2:16][C:17]([NH2:22])([CH2:20][OH:21])[CH2:18][OH:19])=[CH:13][CH:14]=1.[ClH:23]. Given the product [CH3:1][CH2:2][CH2:3][CH2:4][CH2:5][CH2:6][CH2:7][CH2:8][C:9]1[CH:14]=[CH:13][C:12]([CH2:15][CH2:16][C:17]([NH2:22])([CH2:18][OH:19])[CH2:20][OH:21])=[CH:11][CH:10]=1.[ClH:23], predict the reactants needed to synthesize it. (5) Given the product [Cl:1][C:2]1[CH:3]=[C:4]([N:17]2[CH:16]=[CH:15][C:14]3[C:19](=[C:20]([F:22])[CH:21]=[C:12]([CH:9]4[CH2:11][CH2:10]4)[CH:13]=3)[C:18]2=[O:23])[CH:5]=[CH:6][CH:7]=1, predict the reactants needed to synthesize it. The reactants are: [Cl:1][C:2]1[CH:7]=[CH:6][CH:5]=[C:4](I)[CH:3]=1.[CH:9]1([C:12]2[CH:13]=[C:14]3[C:19](=[C:20]([F:22])[CH:21]=2)[C:18](=[O:23])[NH:17][CH:16]=[CH:15]3)[CH2:11][CH2:10]1.O=C1CCCCC1C(OCC)=O.C(=O)([O-])[O-].[Cs+].[Cs+]. (6) Given the product [ClH:1].[NH2:17][CH:15]([C:6]1[C:7](=[O:14])[NH:8][C:9]2[C:4]([CH:5]=1)=[CH:3][C:2]([Cl:1])=[C:11]([O:12][CH3:13])[CH:10]=2)[CH3:16], predict the reactants needed to synthesize it. The reactants are: [Cl:1][C:2]1[CH:3]=[C:4]2[C:9](=[CH:10][C:11]=1[O:12][CH3:13])[NH:8][C:7](=[O:14])[C:6]([CH:15]([NH:17]S(C(C)(C)C)=O)[CH3:16])=[CH:5]2.Cl. (7) Given the product [Cl:15][C:16]1[CH:21]=[CH:20][C:19]([C:22]2[CH:23]=[C:24]([C:27]([NH:14][C:5]3[CH:6]=[CH:7][C:8]([N:9]4[CH:13]=[N:12][CH:11]=[N:10]4)=[C:3]([O:2][CH3:1])[CH:4]=3)=[O:28])[NH:25][CH:26]=2)=[CH:18][CH:17]=1, predict the reactants needed to synthesize it. The reactants are: [CH3:1][O:2][C:3]1[CH:4]=[C:5]([NH2:14])[CH:6]=[CH:7][C:8]=1[N:9]1[CH:13]=[N:12][CH:11]=[N:10]1.[Cl:15][C:16]1[CH:21]=[CH:20][C:19]([C:22]2[CH:23]=[C:24]([C:27](O)=[O:28])[NH:25][CH:26]=2)=[CH:18][CH:17]=1.